This data is from Full USPTO retrosynthesis dataset with 1.9M reactions from patents (1976-2016). The task is: Predict the reactants needed to synthesize the given product. Given the product [Br:1][C:2]1[C:3]([O:14][CH3:13])=[N:4][CH:5]=[N:6][C:7]=1[C:8]([F:11])([F:10])[F:9], predict the reactants needed to synthesize it. The reactants are: [Br:1][C:2]1[C:3](Cl)=[N:4][CH:5]=[N:6][C:7]=1[C:8]([F:11])([F:10])[F:9].[CH3:13][O-:14].[Na+].